This data is from Forward reaction prediction with 1.9M reactions from USPTO patents (1976-2016). The task is: Predict the product of the given reaction. (1) The product is: [CH3:6][C:7]([CH3:30])([CH3:29])[CH2:8][C:9]1[N:10]=[C:11]([CH:14]([NH:3][CH2:1][CH3:2])[CH2:15][C:16]2[CH:21]=[CH:20][C:19]([C:22]3[CH:27]=[CH:26][CH:25]=[CH:24][N:23]=3)=[CH:18][CH:17]=2)[NH:12][CH:13]=1. Given the reactants [CH2:1]([NH2:3])[CH3:2].[Cl-].[Cl-].[CH3:6][C:7]([CH3:30])([CH3:29])[CH2:8][C:9]1[N:10]=[C:11]([CH:14](F)[CH2:15][C:16]2[CH:21]=[CH:20][C:19]([C:22]3[CH:27]=[CH:26][CH:25]=[CH:24][NH+:23]=3)=[CH:18][CH:17]=2)[NH2+:12][CH:13]=1, predict the reaction product. (2) Given the reactants S(O)(O)(=O)=O.[NH2:6][NH2:7].C(=O)([O-])[O-].[Na+].[Na+].Br[CH:15]1[C:24]2[C:19](=[CH:20][CH:21]=[CH:22][C:23]=2[N+:25]([O-:27])=[O:26])[C:17](=O)[O:16]1.O, predict the reaction product. The product is: [N+:25]([C:23]1[CH:22]=[CH:21][CH:20]=[C:19]2[C:24]=1[CH:15]=[N:6][NH:7][C:17]2=[O:16])([O-:27])=[O:26].